This data is from Catalyst prediction with 721,799 reactions and 888 catalyst types from USPTO. The task is: Predict which catalyst facilitates the given reaction. (1) Reactant: COC([C:5]1([CH2:19][C:20]2[CH:25]=[CH:24][CH:23]=[CH:22][CH:21]=2)[C:10](=[O:11])[CH2:9][CH2:8][N:7]([CH2:12][C:13]2[CH:18]=[CH:17][CH:16]=[CH:15][CH:14]=2)[CH2:6]1)=O.[OH-].[Na+]. Product: [CH2:12]([N:7]1[CH2:8][CH2:9][C:10](=[O:11])[CH:5]([CH2:19][C:20]2[CH:25]=[CH:24][CH:23]=[CH:22][CH:21]=2)[CH2:6]1)[C:13]1[CH:14]=[CH:15][CH:16]=[CH:17][CH:18]=1. The catalyst class is: 209. (2) Reactant: [CH3:1][N:2]1[C@@H:19]2[CH2:20][C:7]3[CH:8]=[CH:9][C:10]([O:22]C)=[C:11]4[O:12][C@H:13]5[C:14]([CH2:16][CH2:17][C@:18]2([OH:21])[C@:5]5([C:6]=34)[CH2:4][CH2:3]1)=[O:15].B(Br)(Br)Br.O. Product: [CH3:1][N:2]1[C@@H:19]2[CH2:20][C:7]3=[CH:8][CH:9]=[C:10]([OH:22])[C:11]4[O:12][C@H:13]5[C:14]([CH2:16][CH2:17][C@:18]2([OH:21])[C@:5]5([C:6]=43)[CH2:4][CH2:3]1)=[O:15]. The catalyst class is: 22.